This data is from Full USPTO retrosynthesis dataset with 1.9M reactions from patents (1976-2016). The task is: Predict the reactants needed to synthesize the given product. (1) Given the product [Cl:1][C:2]1[CH:3]=[C:4]2[C:9](=[CH:10][C:11]=1[C:12]([N:68]1[CH2:69][CH2:70][CH2:71][C@H:67]1[C:65]([N:64]([CH3:72])[CH3:63])=[O:66])=[O:14])[N:8]=[CH:7][N:6]=[C:5]2[NH:15][CH:16]([C:18]1[NH:22][C:21]2[CH:23]=[CH:24][C:25]([Cl:27])=[CH:26][C:20]=2[N:19]=1)[CH3:17], predict the reactants needed to synthesize it. The reactants are: [Cl:1][C:2]1[CH:3]=[C:4]2[C:9](=[CH:10][C:11]=1[C:12]([OH:14])=O)[N:8]=[CH:7][N:6]=[C:5]2[NH:15][CH:16]([C:18]1[NH:22][C:21]2[CH:23]=[CH:24][C:25]([Cl:27])=[CH:26][C:20]=2[N:19]=1)[CH3:17].FC1C(OC(N(C)C)=[N+](C)C)=C(F)C(F)=C(F)C=1F.F[P-](F)(F)(F)(F)F.C(N(C(C)C)CC)(C)C.[CH3:63][N:64]([CH3:72])[C:65]([C@@H:67]1[CH2:71][CH2:70][CH2:69][NH:68]1)=[O:66]. (2) Given the product [NH2:20][C@@:8]([C:6]1[CH:7]=[C:2]([Br:1])[C:3]([F:29])=[CH:4][C:5]=1[F:28])([CH3:9])[CH2:10][C@H:11]([C:13]1[C:14]([CH3:19])=[N:15][O:16][C:17]=1[CH3:18])[OH:12], predict the reactants needed to synthesize it. The reactants are: [Br:1][C:2]1[C:3]([F:29])=[CH:4][C:5]([F:28])=[C:6]([C@@:8]([NH:20]C(=O)OC(C)(C)C)([CH2:10][C@H:11]([C:13]2[C:14]([CH3:19])=[N:15][O:16][C:17]=2[CH3:18])[OH:12])[CH3:9])[CH:7]=1.C(O)(C(F)(F)F)=O. (3) Given the product [O:1]1[C:5]2[CH:6]=[CH:7][CH:8]=[C:9]([N:10]3[CH:15]=[CH:14][C:13](=[O:16])[C:12]([C:17]4[N:33]([C:31]5[CH:30]=[CH:29][C:28]6[O:24][CH2:25][O:26][C:27]=6[CH:32]=5)[N:20]=[CH:19][CH:18]=4)=[N:11]3)[C:4]=2[O:3][CH2:2]1, predict the reactants needed to synthesize it. The reactants are: [O:1]1[C:5]2[CH:6]=[CH:7][CH:8]=[C:9]([N:10]3[CH:15]=[CH:14][C:13](=[O:16])[C:12]([C:17](=O)/[CH:18]=[CH:19]/[N:20](C)C)=[N:11]3)[C:4]=2[O:3][CH2:2]1.[O:24]1[C:28]2[CH:29]=[CH:30][C:31]([NH:33]N)=[CH:32][C:27]=2[O:26][CH2:25]1.N([O-])=O.[Na+].[Sn](Cl)Cl.